This data is from Peptide-MHC class I binding affinity with 185,985 pairs from IEDB/IMGT. The task is: Regression. Given a peptide amino acid sequence and an MHC pseudo amino acid sequence, predict their binding affinity value. This is MHC class I binding data. (1) The peptide sequence is KPKPAVRFAI. The MHC is HLA-B54:01 with pseudo-sequence HLA-B54:01. The binding affinity (normalized) is 0.407. (2) The peptide sequence is KISNCVADY. The MHC is HLA-A29:02 with pseudo-sequence HLA-A29:02. The binding affinity (normalized) is 0.513. (3) The peptide sequence is FVFAPTHGL. The MHC is HLA-A02:01 with pseudo-sequence HLA-A02:01. The binding affinity (normalized) is 1.00. (4) The peptide sequence is RAADEPPLV. The MHC is HLA-A02:01 with pseudo-sequence HLA-A02:01. The binding affinity (normalized) is 0.265.